This data is from Peptide-MHC class II binding affinity with 134,281 pairs from IEDB. The task is: Regression. Given a peptide amino acid sequence and an MHC pseudo amino acid sequence, predict their binding affinity value. This is MHC class II binding data. (1) The MHC is DRB1_0405 with pseudo-sequence DRB1_0405. The peptide sequence is NFSLGAAVKAGAALL. The binding affinity (normalized) is 0.182. (2) The peptide sequence is DPMVQIPRLVANNTR. The MHC is HLA-DQA10102-DQB10602 with pseudo-sequence HLA-DQA10102-DQB10602. The binding affinity (normalized) is 0.162. (3) The peptide sequence is NCVLKKSTNGLRIKS. The MHC is HLA-DQA10301-DQB10302 with pseudo-sequence HLA-DQA10301-DQB10302. The binding affinity (normalized) is 0. (4) The peptide sequence is ADNSLDYAANFSHML. The MHC is DRB1_1101 with pseudo-sequence DRB1_1101. The binding affinity (normalized) is 0.183. (5) The peptide sequence is MNFDIPEEIKQLQQF. The MHC is DRB1_0301 with pseudo-sequence DRB1_0301. The binding affinity (normalized) is 0.0595. (6) The peptide sequence is RAYRNALSMMPEAMT. The MHC is HLA-DQA10201-DQB10402 with pseudo-sequence HLA-DQA10201-DQB10402. The binding affinity (normalized) is 0.545.